From a dataset of Catalyst prediction with 721,799 reactions and 888 catalyst types from USPTO. Predict which catalyst facilitates the given reaction. Reactant: [F:1][C:2]([F:17])([F:16])[O:3][C:4]1[CH:15]=[CH:14][C:7]([CH2:8][CH:9]([C:12]#[N:13])[C:10]#[N:11])=[CH:6][CH:5]=1.[H-].[Na+].Br[CH2:21][CH2:22][C:23]([F:27])=[C:24]([F:26])[F:25]. Product: [F:27][C:23](=[C:24]([F:26])[F:25])[CH2:22][CH2:21][C:9]([CH2:8][C:7]1[CH:6]=[CH:5][C:4]([O:3][C:2]([F:16])([F:17])[F:1])=[CH:15][CH:14]=1)([C:12]#[N:13])[C:10]#[N:11]. The catalyst class is: 9.